This data is from NCI-60 drug combinations with 297,098 pairs across 59 cell lines. The task is: Regression. Given two drug SMILES strings and cell line genomic features, predict the synergy score measuring deviation from expected non-interaction effect. (1) Drug 2: CC12CCC3C(C1CCC2O)C(CC4=C3C=CC(=C4)O)CCCCCCCCCS(=O)CCCC(C(F)(F)F)(F)F. Drug 1: C1=CC(=CC=C1CC(C(=O)O)N)N(CCCl)CCCl.Cl. Cell line: A498. Synergy scores: CSS=1.82, Synergy_ZIP=-1.13, Synergy_Bliss=-0.416, Synergy_Loewe=-3.59, Synergy_HSA=-3.54. (2) Drug 1: CC1=C2C(C(=O)C3(C(CC4C(C3C(C(C2(C)C)(CC1OC(=O)C(C(C5=CC=CC=C5)NC(=O)C6=CC=CC=C6)O)O)OC(=O)C7=CC=CC=C7)(CO4)OC(=O)C)O)C)OC(=O)C. Drug 2: C1=NC2=C(N1)C(=S)N=CN2. Cell line: SK-MEL-2. Synergy scores: CSS=56.3, Synergy_ZIP=-7.52, Synergy_Bliss=-19.3, Synergy_Loewe=-54.0, Synergy_HSA=-22.4. (3) Drug 1: C1=CC(=CC=C1CCCC(=O)O)N(CCCl)CCCl. Synergy scores: CSS=22.2, Synergy_ZIP=-6.01, Synergy_Bliss=-0.458, Synergy_Loewe=-2.03, Synergy_HSA=-1.33. Drug 2: C1=NC2=C(N=C(N=C2N1C3C(C(C(O3)CO)O)O)F)N. Cell line: A498. (4) Drug 1: C1=CC(=CC=C1CCC2=CNC3=C2C(=O)NC(=N3)N)C(=O)NC(CCC(=O)O)C(=O)O. Drug 2: CCN(CC)CCNC(=O)C1=C(NC(=C1C)C=C2C3=C(C=CC(=C3)F)NC2=O)C. Cell line: OVCAR-4. Synergy scores: CSS=35.3, Synergy_ZIP=2.92, Synergy_Bliss=1.94, Synergy_Loewe=-12.0, Synergy_HSA=1.71. (5) Drug 1: CN(C)N=NC1=C(NC=N1)C(=O)N. Drug 2: C#CCC(CC1=CN=C2C(=N1)C(=NC(=N2)N)N)C3=CC=C(C=C3)C(=O)NC(CCC(=O)O)C(=O)O. Cell line: SK-MEL-28. Synergy scores: CSS=-5.38, Synergy_ZIP=0.390, Synergy_Bliss=-2.43, Synergy_Loewe=-4.22, Synergy_HSA=-3.81. (6) Drug 1: CC1=C(C=C(C=C1)NC2=NC=CC(=N2)N(C)C3=CC4=NN(C(=C4C=C3)C)C)S(=O)(=O)N.Cl. Drug 2: CC1=C(C(=O)C2=C(C1=O)N3CC4C(C3(C2COC(=O)N)OC)N4)N. Cell line: UACC62. Synergy scores: CSS=12.7, Synergy_ZIP=-13.1, Synergy_Bliss=-14.5, Synergy_Loewe=-49.5, Synergy_HSA=-14.4.